This data is from Catalyst prediction with 721,799 reactions and 888 catalyst types from USPTO. The task is: Predict which catalyst facilitates the given reaction. Reactant: F[C:2]1[CH:3]=[C:4]([CH3:12])[CH:5]=[C:6]([F:11])[C:7]=1[N+:8]([O-:10])=[O:9].C(N(C(C)C)CC)(C)C.Cl.Cl.[CH2:24]([O:27][C@H:28]1[CH2:33][CH2:32][C@H:31]([N:34]2[CH2:39][CH2:38][CH:37]([NH2:40])[CH2:36][CH2:35]2)[CH2:30][CH2:29]1)[CH2:25][CH3:26]. Product: [F:11][C:6]1[C:7]([N+:8]([O-:10])=[O:9])=[C:2]([NH:40][CH:37]2[CH2:36][CH2:35][N:34]([C@H:31]3[CH2:32][CH2:33][C@H:28]([O:27][CH2:24][CH2:25][CH3:26])[CH2:29][CH2:30]3)[CH2:39][CH2:38]2)[CH:3]=[C:4]([CH3:12])[CH:5]=1. The catalyst class is: 42.